This data is from Peptide-MHC class II binding affinity with 134,281 pairs from IEDB. The task is: Regression. Given a peptide amino acid sequence and an MHC pseudo amino acid sequence, predict their binding affinity value. This is MHC class II binding data. (1) The peptide sequence is SVEESEMFMPRSIGG. The MHC is DRB3_0202 with pseudo-sequence DRB3_0202. The binding affinity (normalized) is 0. (2) The peptide sequence is QTLIAIHTLAIRYAN. The MHC is DRB1_0401 with pseudo-sequence DRB1_0401. The binding affinity (normalized) is 0.610. (3) The peptide sequence is LVKPGAGIMIFDPYG. The MHC is HLA-DQA10301-DQB10302 with pseudo-sequence HLA-DQA10301-DQB10302. The binding affinity (normalized) is 0.421. (4) The peptide sequence is RSFTLASAETGVG. The MHC is DRB1_0401 with pseudo-sequence DRB1_0401. The binding affinity (normalized) is 0.638. (5) The peptide sequence is DMGFDAAAPAPEHQP. The MHC is DRB1_0405 with pseudo-sequence DRB1_0405. The binding affinity (normalized) is 0.732. (6) The peptide sequence is VKINDKCPSTGEAHL. The MHC is HLA-DQA10501-DQB10402 with pseudo-sequence HLA-DQA10501-DQB10402. The binding affinity (normalized) is 0. (7) The peptide sequence is ASAAIFGHDGTVWAQ. The MHC is HLA-DPA10103-DPB10201 with pseudo-sequence HLA-DPA10103-DPB10201. The binding affinity (normalized) is 0.171.